Task: Regression. Given a peptide amino acid sequence and an MHC pseudo amino acid sequence, predict their binding affinity value. This is MHC class I binding data.. Dataset: Peptide-MHC class I binding affinity with 185,985 pairs from IEDB/IMGT (1) The peptide sequence is ASNENMETM. The MHC is H-2-Ld with pseudo-sequence H-2-Ld. The binding affinity (normalized) is 0.0264. (2) The peptide sequence is RLIDFLKDV. The MHC is HLA-A68:02 with pseudo-sequence HLA-A68:02. The binding affinity (normalized) is 0.0427. (3) The peptide sequence is MQLQLNCAY. The MHC is HLA-B15:01 with pseudo-sequence HLA-B15:01. The binding affinity (normalized) is 0.563. (4) The peptide sequence is YVIKVSARV. The MHC is HLA-A29:02 with pseudo-sequence HLA-A29:02. The binding affinity (normalized) is 0.0499.